Task: Predict the reactants needed to synthesize the given product.. Dataset: Full USPTO retrosynthesis dataset with 1.9M reactions from patents (1976-2016) (1) Given the product [NH2:1][C:4]1[CH:9]=[CH:8][C:7]([CH2:10][CH2:11][C:12]2[N:13]=[C:14]([NH:23][C:24](=[O:26])[CH3:25])[S:15][C:16]=2[C:17]2[CH:22]=[CH:21][CH:20]=[CH:19][CH:18]=2)=[CH:6][CH:5]=1, predict the reactants needed to synthesize it. The reactants are: [N+:1]([C:4]1[CH:9]=[CH:8][C:7](/[CH:10]=[CH:11]/[C:12]2[N:13]=[C:14]([NH:23][C:24](=[O:26])[CH3:25])[S:15][C:16]=2[C:17]2[CH:22]=[CH:21][CH:20]=[CH:19][CH:18]=2)=[CH:6][CH:5]=1)([O-])=O.[N+](C1C=CC(/C=C\C2N=C(NC(=O)C)SC=2C2C=CC=CC=2)=CC=1)([O-])=O.CO. (2) Given the product [F:27][C:24]1[CH:23]=[CH:22][C:21]([O:20][CH2:19][C@H:9]2[CH2:8][C@H:7]([OH:6])[CH2:11][N:10]2[C:12]([O:14][C:15]([CH3:18])([CH3:17])[CH3:16])=[O:13])=[CH:26][CH:25]=1, predict the reactants needed to synthesize it. The reactants are: CC([Si](C)(C)[O:6][C@@H:7]1[CH2:11][N:10]([C:12]([O:14][C:15]([CH3:18])([CH3:17])[CH3:16])=[O:13])[C@@H:9]([CH2:19][O:20][C:21]2[CH:26]=[CH:25][C:24]([F:27])=[CH:23][CH:22]=2)[CH2:8]1)(C)C.CCCC[N+](CCCC)(CCCC)CCCC.[F-]. (3) Given the product [CH3:28][N:29]1[C:22](=[O:23])[C:7]2=[N:8][N:9]([CH2:11][C:12]3[C:21]4[C:16](=[CH:17][CH:18]=[CH:19][CH:20]=4)[CH:15]=[CH:14][CH:13]=3)[CH:10]=[C:6]2[C:4]([CH2:3][CH:2]([CH3:27])[CH3:1])=[N:30]1, predict the reactants needed to synthesize it. The reactants are: [CH3:1][CH:2]([CH3:27])[CH2:3][C:4]([C:6]1[C:7]([C:22](OCC)=[O:23])=[N:8][N:9]([CH2:11][C:12]2[C:21]3[C:16](=[CH:17][CH:18]=[CH:19][CH:20]=3)[CH:15]=[CH:14][CH:13]=2)[CH:10]=1)=O.[CH3:28][NH:29][NH2:30]. (4) Given the product [F:2][C:3]1[CH:8]=[CH:7][CH:6]=[CH:5][C:4]=1[C@:9]12[CH2:14][CH2:13][CH2:12][CH2:11][C@H:10]1[CH2:15][S:16][C:17]([NH2:18])=[N:19]2, predict the reactants needed to synthesize it. The reactants are: Cl.[F:2][C:3]1[CH:8]=[CH:7][CH:6]=[CH:5][C:4]=1[C:9]1[CH2:14][CH2:13][CH2:12][CH2:11][C:10]=1[CH2:15][S:16][C:17](=[NH:19])[NH2:18].FC(F)(F)S(O)(=O)=O.C(=O)(O)[O-].[Na+]. (5) Given the product [Cl:1][C:2]1[CH:7]=[CH:6][C:5]([C:8]2([CH2:11][NH:12][C:13](=[O:14])[C:15]3[CH:20]=[CH:19][C:18]([S:21]([NH:34][C:33]4[S:29][N:30]=[CH:31][N:32]=4)(=[O:23])=[O:22])=[C:17]([F:25])[CH:16]=3)[CH2:10][CH2:9]2)=[CH:4][CH:3]=1, predict the reactants needed to synthesize it. The reactants are: [Cl:1][C:2]1[CH:7]=[CH:6][C:5]([C:8]2([CH2:11][NH:12][C:13]([C:15]3[CH:20]=[CH:19][C:18]([S:21](Cl)(=[O:23])=[O:22])=[C:17]([F:25])[CH:16]=3)=[O:14])[CH2:10][CH2:9]2)=[CH:4][CH:3]=1.C(#N)C.[S:29]1[C:33]([NH2:34])=[N:32][CH:31]=[N:30]1.[OH-].[Na+].O1CCOCC1.O. (6) The reactants are: [In].[Cl-].[In+3].[Cl-].[Cl-].[Cl-].[Li+].C(N(C)C)CCC.I[C:16]1[CH:21]=[CH:20][CH:19]=[CH:18][C:17]=1[N:22]([CH2:33][CH:34]=[CH:35][CH2:36]OC(=O)C)[S:23]([C:26]1[CH:32]=[CH:31][C:29]([CH3:30])=[CH:28][CH:27]=1)(=[O:25])=[O:24]. Given the product [C:29]1([CH3:30])[CH:31]=[CH:32][C:26]([S:23]([N:22]2[C:17]3[C:18](=[CH:19][CH:20]=[CH:21][CH:16]=3)[CH:34]([CH:35]=[CH2:36])[CH2:33]2)(=[O:24])=[O:25])=[CH:27][CH:28]=1, predict the reactants needed to synthesize it.